This data is from Forward reaction prediction with 1.9M reactions from USPTO patents (1976-2016). The task is: Predict the product of the given reaction. (1) Given the reactants [CH2:1]([C:3]1[CH:4]=[C:5]([NH:15][C:16]([NH:18][CH:19]2[CH:26]3[CH:22]([CH2:23][N:24](C(C4C=CC=CC=4)(C4C=CC=CC=4)C4C=CC=CC=4)[CH2:25]3)[CH2:21][CH2:20]2)=[O:17])[CH:6]=[C:7]([C:9]2[N:13]([CH3:14])[N:12]=[N:11][N:10]=2)[CH:8]=1)[CH3:2].O, predict the reaction product. The product is: [CH2:1]([C:3]1[CH:4]=[C:5]([NH:15][C:16]([NH:18][CH:19]2[CH:26]3[CH:22]([CH2:23][NH:24][CH2:25]3)[CH2:21][CH2:20]2)=[O:17])[CH:6]=[C:7]([C:9]2[N:13]([CH3:14])[N:12]=[N:11][N:10]=2)[CH:8]=1)[CH3:2]. (2) Given the reactants [OH-].[Li+].[N:3]1([CH2:8][CH2:9][CH2:10][C:11]2[CH:16]=[C:15]([F:17])[CH:14]=[CH:13][C:12]=2[S:18]([NH:21][C:22]2[C:31]([C:32]([O:34]C)=[O:33])=[C:30]3[C:25]([C@H:26]4[CH2:38][CH2:37][O:36][C@H:27]4[CH2:28][O:29]3)=[CH:24][CH:23]=2)(=[O:20])=[O:19])[CH2:7][CH2:6][CH2:5][CH2:4]1.C(O)=O, predict the reaction product. The product is: [N:3]1([CH2:8][CH2:9][CH2:10][C:11]2[CH:16]=[C:15]([F:17])[CH:14]=[CH:13][C:12]=2[S:18]([NH:21][C:22]2[C:31]([C:32]([OH:34])=[O:33])=[C:30]3[C:25]([C@H:26]4[CH2:38][CH2:37][O:36][C@H:27]4[CH2:28][O:29]3)=[CH:24][CH:23]=2)(=[O:20])=[O:19])[CH2:7][CH2:6][CH2:5][CH2:4]1. (3) Given the reactants Br[C:2]1[CH:7]=[CH:6][C:5]([N:8]2[CH:12]=[CH:11][C:10]([NH2:13])=[N:9]2)=[CH:4][C:3]=1[O:14][CH3:15].[B:16]1([B:16]2[O:20][C:19]([CH3:22])([CH3:21])[C:18]([CH3:24])([CH3:23])[O:17]2)[O:20][C:19]([CH3:22])([CH3:21])[C:18]([CH3:24])([CH3:23])[O:17]1.C([O-])(=O)C.[K+], predict the reaction product. The product is: [CH3:15][O:14][C:3]1[CH:4]=[C:5]([N:8]2[CH:12]=[CH:11][C:10]([NH2:13])=[N:9]2)[CH:6]=[CH:7][C:2]=1[B:16]1[O:20][C:19]([CH3:22])([CH3:21])[C:18]([CH3:24])([CH3:23])[O:17]1. (4) Given the reactants [Cl:1][C:2]1[N:7]=[C:6]([O:8][C:9]2[CH:10]=[C:11]([CH:17]=[C:18]([CH3:20])[CH:19]=2)[CH2:12][O:13]C(=O)C)[C:5]([CH:21]([CH3:23])[CH3:22])=[C:4]([Cl:24])[N:3]=1.[OH-].[Li+], predict the reaction product. The product is: [Cl:1][C:2]1[N:7]=[C:6]([O:8][C:9]2[CH:10]=[C:11]([CH2:12][OH:13])[CH:17]=[C:18]([CH3:20])[CH:19]=2)[C:5]([CH:21]([CH3:22])[CH3:23])=[C:4]([Cl:24])[N:3]=1. (5) Given the reactants [O:1]1[C:5]2([CH2:10][CH2:9][CH:8](/[CH:11]=[N:12]/[S:13]([C:15]([CH3:18])([CH3:17])[CH3:16])=[O:14])[CH2:7][CH2:6]2)[O:4][CH2:3][CH2:2]1.[Br-].[CH2:20]1[CH2:24]OC[CH2:21]1, predict the reaction product. The product is: [O:1]1[C:5]2([CH2:6][CH2:7][CH:8]([CH:11]([NH:12][S:13]([C:15]([CH3:18])([CH3:17])[CH3:16])=[O:14])[CH2:24][CH:20]=[CH2:21])[CH2:9][CH2:10]2)[O:4][CH2:3][CH2:2]1. (6) Given the reactants C(OC([N:8]1[CH2:22][CH2:21][C:11]2[NH:12][C:13]3[C:14]([C:19]#[N:20])=[CH:15][CH:16]=[CH:17][C:18]=3[C:10]=2[CH2:9]1)=O)(C)(C)C.C(O)(C(F)(F)F)=O.C([O-])([O-])=O.[K+].[K+], predict the reaction product. The product is: [CH2:9]1[C:10]2[C:18]3[C:13](=[C:14]([C:19]#[N:20])[CH:15]=[CH:16][CH:17]=3)[NH:12][C:11]=2[CH2:21][CH2:22][NH:8]1. (7) Given the reactants [H-].[Na+].[C:3](OCC)(=O)C(OCC)=O.[Cl:13][C:14]1[CH:15]=[C:16]([CH2:21][C:22]([O:24][CH2:25][CH3:26])=[O:23])[CH:17]=[CH:18][C:19]=1[Cl:20].C=O.C(=O)([O-])[O-].[K+].[K+], predict the reaction product. The product is: [Cl:13][C:14]1[CH:15]=[C:16]([C:21](=[CH2:3])[C:22]([O:24][CH2:25][CH3:26])=[O:23])[CH:17]=[CH:18][C:19]=1[Cl:20].